From a dataset of Forward reaction prediction with 1.9M reactions from USPTO patents (1976-2016). Predict the product of the given reaction. Given the reactants [CH:1]1[C:6]2[CH2:7][CH2:8][CH2:9][CH2:10][C:11](=[O:12])[C:5]=2[CH:4]=[CH:3][CH:2]=1.[C:13](=O)([O:16]C)[O:14][CH3:15].[H-].[Na+].Cl, predict the reaction product. The product is: [O:12]=[C:11]1[CH:10]([C:13]([O:14][CH3:15])=[O:16])[CH2:9][CH2:8][CH2:7][C:6]2[CH:1]=[CH:2][CH:3]=[CH:4][C:5]1=2.